Dataset: Reaction yield outcomes from USPTO patents with 853,638 reactions. Task: Predict the reaction yield, written as a fraction of the theoretical maximum amount of product (1.0 means a 100% yield; for example, 0.34 means a 34% yield). (1) The reactants are [Br:1][C:2]1[CH:3]=[CH:4][C:5]([OH:10])=[C:6]([CH:9]=1)[C:7]#[N:8].[H-].[Na+].Br[CH2:14][CH2:15][O:16][CH:17]1[CH2:22][CH2:21][CH2:20][CH2:19][O:18]1. The catalyst is CN(C=O)C.C(Cl)Cl. The product is [Br:1][C:2]1[CH:3]=[CH:4][C:5]([O:10][CH2:14][CH2:15][O:16][CH:17]2[CH2:22][CH2:21][CH2:20][CH2:19][O:18]2)=[C:6]([CH:9]=1)[C:7]#[N:8]. The yield is 0.0975. (2) The reactants are [F:1][C:2]1[CH:8]=[CH:7][C:5]([NH2:6])=[CH:4][CH:3]=1.C([O:11][C:12]([C:14]1[N:15]=[C:16]2[CH:21]=[CH:20][C:19]([N:22]3[CH2:27][CH2:26][N:25]([C:28](=[O:39])[C:29]4[CH:34]=[CH:33][CH:32]=[CH:31][C:30]=4[C:35]([F:38])([F:37])[F:36])[CH2:24][CH2:23]3)=[N:18][N:17]2[CH:40]=1)=O)C. No catalyst specified. The product is [F:1][C:2]1[CH:8]=[CH:7][C:5]([NH:6][C:12]([C:14]2[N:15]=[C:16]3[CH:21]=[CH:20][C:19]([N:22]4[CH2:23][CH2:24][N:25]([C:28](=[O:39])[C:29]5[CH:34]=[CH:33][CH:32]=[CH:31][C:30]=5[C:35]([F:36])([F:38])[F:37])[CH2:26][CH2:27]4)=[N:18][N:17]3[CH:40]=2)=[O:11])=[CH:4][CH:3]=1. The yield is 0.570. (3) The reactants are [NH2:1][C@H:2]1[CH2:6][C@H:5]([OH:7])[C@@H:4]([CH2:8][OH:9])[CH2:3]1.[Cl:10][C:11]1[CH:16]=[C:15](Cl)[N:14]=[CH:13][N:12]=1.CCN(CC)CC. The product is [Cl:10][C:11]1[N:12]=[CH:13][N:14]=[C:15]([NH:1][C@H:2]2[CH2:6][C@H:5]([OH:7])[C@@H:4]([CH2:8][OH:9])[CH2:3]2)[CH:16]=1. The yield is 0.590. The catalyst is C(O)(C)C. (4) The reactants are [NH2:1][C:2]1[N:7]=[C:6]([NH2:8])[C:5]([OH:9])=[C:4]([CH2:10][CH3:11])[N:3]=1.O.[OH-].[Li+].[F:15][C:16]1[CH:25]=[C:24]2[C:19]([C:20]([O:27][CH2:28][CH2:29][CH2:30]Br)=[CH:21][C:22]([CH3:26])=[N:23]2)=[CH:18][CH:17]=1. The catalyst is CN(C=O)C. The product is [NH2:1][C:2]1[N:7]=[C:6]([NH2:8])[C:5]([O:9][CH2:30][CH2:29][CH2:28][O:27][C:20]2[C:19]3[C:24](=[CH:25][C:16]([F:15])=[CH:17][CH:18]=3)[N:23]=[C:22]([CH3:26])[CH:21]=2)=[C:4]([CH2:10][CH3:11])[N:3]=1. The yield is 0.510.